Dataset: Peptide-MHC class I binding affinity with 185,985 pairs from IEDB/IMGT. Task: Regression. Given a peptide amino acid sequence and an MHC pseudo amino acid sequence, predict their binding affinity value. This is MHC class I binding data. (1) The peptide sequence is WMMWYWGPSL. The MHC is HLA-A02:06 with pseudo-sequence HLA-A02:06. The binding affinity (normalized) is 0.471. (2) The binding affinity (normalized) is 0.0847. The peptide sequence is YGSWFGLIY. The MHC is HLA-B51:01 with pseudo-sequence HLA-B51:01. (3) The peptide sequence is AEDMLNPNY. The MHC is HLA-B15:01 with pseudo-sequence HLA-B15:01. The binding affinity (normalized) is 0.0847. (4) The peptide sequence is FSPFGYSFSM. The MHC is Mamu-A01 with pseudo-sequence Mamu-A01. The binding affinity (normalized) is 0.810. (5) The peptide sequence is YEFLQPILL. The MHC is HLA-B18:01 with pseudo-sequence HLA-B18:01. The binding affinity (normalized) is 0.690. (6) The peptide sequence is AESICSYWL. The MHC is HLA-A02:16 with pseudo-sequence HLA-A02:16. The binding affinity (normalized) is 0.0847. (7) The peptide sequence is TEWPQLKVA. The MHC is HLA-A03:01 with pseudo-sequence HLA-A03:01. The binding affinity (normalized) is 0.0847.